From a dataset of Experimentally validated miRNA-target interactions with 360,000+ pairs, plus equal number of negative samples. Binary Classification. Given a miRNA mature sequence and a target amino acid sequence, predict their likelihood of interaction. (1) The miRNA is hsa-miR-4446-5p with sequence AUUUCCCUGCCAUUCCCUUGGC. The protein sequence of the target gene is MGGLASGGDVEPGLPVEVRGSNGAFYKGFVKDVHEDSVTIFFENNWQSERQIPFGDVRLPPPADYNKEITEGDEVEVYSRANEQEPCGWWLARVRMMKGDFYVIEYAACDATYNEIVTLERLRPVNPNPLATKGSFFKVTMAVPEDLREACSNENVHKEFKKALGANCIFLNITNSELFILSTTEAPVKRASLLGDMHFRSLRTKLLLMSRNEEATKHLETSKQLAAAFQEEFTVREDLMGLAIGTHGANIQQARKVPGVTAIELGEETCTFRIYGETPEACRQARSYLEFSEDSVQVPR.... Result: 0 (no interaction). (2) The miRNA is bta-miR-93 with sequence CAAAGUGCUGUUCGUGCAGGUA. The protein sequence of the target gene is MNECHYDKRMDFFYNRSNTDTADEWTGTKLVIVLCVGTFFCLFIFFSNSLVIAAVITNRKFHFPFYYLLANLAAADFFAGIAYVFLMFNTGPVSKTLTVNRWFLRQGLLDTSLTASLANLLVIAVERHMSIMRMRVHSNLTKKRVTLLILLVWAIAIFMGAVPTLGWNCLCNISACSSLAPIYSRSYLIFWTVSNLLAFFIMVAVYVRIYMYVKRKTNVLSPHTSGSISRRRAPMKLMKTVMTVLGAFVVCWTPGLVVLLLDGLNCKQCNVQHVKRWFLLLALLNSVMNPIIYSYKDEDM.... Result: 0 (no interaction). (3) The protein sequence of the target gene is MLTDFLQAPVMAPWSPFSLHLLLLFLPLLPLTRVHRFSVPNTSFNHLVLAPDQGKLYVGAVNHLFQLSPELKMESVAVTGPVIDSPDCVPFRDLAECPQAQLTDNANQLLLVSSRTQELVACGQVKQGVCEKRRLGDVTQVLYQAEDPGDGQFVAANTLGVTTVGLVVPLPGRDLLLVARGLAGKLSAGVPPLTVRQLAGPQPFSSEGLGRLVVGDFSDYNNSYVGAFSDAHSAYFVFRRRGARAQTEYRSYVARVCLRDVNLYSYVEMPLTCHGQGLIQAAFLTPDTLLGAFSAGTSQA.... The miRNA is hsa-miR-200c-5p with sequence CGUCUUACCCAGCAGUGUUUGG. Result: 0 (no interaction). (4) The miRNA is hsa-miR-1179 with sequence AAGCAUUCUUUCAUUGGUUGG. The protein sequence of the target gene is MAALMRVKDSSRCLLLLAAVLMVESSQLGSSRAKLNSIKSSLGGETPAQSANRSAGMNQGLAFGGSKKGKSLGQAYPCSSDKECEVGRYCHSPHQGSSACMLCRRKKKRCHRDGMCCPGTRCNNGICIPVTESILTPHIPALDGTRHRDRNHGHYSNHDLGWQNLGRPHSKMPHIKGHEGDPCLRSSDCIDGFCCARHFWTKICKPVLHQGEVCTKQRKKGSHGLEIFQRCDCAKGLSCKVWKDATYSSKARLHVCQKI. Result: 0 (no interaction). (5) The miRNA is hsa-miR-6797-3p with sequence UGCAUGACCCUUCCCUCCCCAC. The protein sequence of the target gene is MSDVSTSVQSKFARLAKKKENITYMKREQLTETDKDIAPVLDLKCKDVSAIMNKFKVLMEIQDLMFEEMRETLKNDLKAVLGGKATIPEVKNSENSSSRTEFQQIINLALQKTGMVGKIEGENSKIGDDNENLTFKLEVNELSGKLDNTNEYNSNDGKKLPQGESRSYEVMGSMEETLCNIDDRDGNRNVHLEFTERESRKDGEDEFVKEMREERKFQKLKNKEEVLKASREEKVLMDEGAVLTLVADLSSATLDISKQWSNVFNILRENDFEPKFLCEVKLAFKCDGEIKTFSDLQSLR.... Result: 0 (no interaction). (6) The miRNA is hsa-miR-7-5p with sequence UGGAAGACUAGUGAUUUUGUUGUU. The protein sequence of the target gene is MNKDYQKFWSSPSDPVHFEVDTSHEKVESMSESDTMNVSNLSQGVMLSHSPICMETTGTTCDLPQNEIKNFERENEYESTLCEDAYGTLDNLLNDNNIENYSTNALIQPVDTISISSLRQFETVCKFHWVEAFDDEMTEKPEFQSQVYNYAKDNNIKQDSFKEENPMETSVSANTDQLGNEYFRQPPPRSPPLIHCSGEMLKFTEKSLAKSIAKESALNPSQPPSFLCKTAVPSKEIQNYGEIPEMSVSYEKEVTAEGVERPEIVSTWSSAGISWRSEACRENCEMPDWEQSAESLQPVQ.... Result: 1 (interaction). (7) The miRNA is hsa-miR-924 with sequence AGAGUCUUGUGAUGUCUUGC. The protein sequence of the target gene is MKVTSLDGRQLRKMLRKEAAARCVVLDCRPYLAFAASNVRGSLNVNLNSVVLRRARGGAVSARYVLPDEAARARLLQEGGGGVAAVVVLDQGSRHWQKLREESAARVVLTSLLACLPAGPRVYFLKGGYETFYSEYPECCVDVKPISQEKIESERALISQCGKPVVNVSYRPAYDQGGPVEILPFLYLGSAYHASKCEFLANLHITALLNVSRRTSEACATHLHYKWIPVEDSHTADISSHFQEAIDFIDCVREKGGKVLVHCEAGISRSPTICMAYLMKTKQFRLKEAFDYIKQRRSMV.... Result: 1 (interaction). (8) The miRNA is hsa-miR-4709-5p with sequence ACAACAGUGACUUGCUCUCCAA. The protein sequence of the target gene is MAVGKFLLGSLLLLSLQLGQGWGPDARGVPVADGEFSSEQVAKAGGTWLGTHRPLARLRRALSGPCQLWSLTLSVAELGLGYASEEKVIFRYCAGSCPRGARTQHGLALARLQGQGRAHGGPCCRPTRYTDVAFLDDRHRWQRLPQLSAAACGCGG. Result: 0 (no interaction). (9) The miRNA is cel-miR-253-5p with sequence CUUUUCACACACCUCACUAACA. The protein sequence of the target gene is MSPEPVPPPPPPQCPGCDRAEPIAQRLEEGDEAFRAGDYEMAAELFRSMLAGLAQPDRGLCLRLGDALARAGRLPEALGAFRGAARLGALRPEELEELAGGLVRAVGLRDRPLSAENPGGEPEAPGEGGPAPEPRAPRDLLGCPRCRRLLHKPVTLPCGLTVCKRCVEPGPARPQVRRVNVVLSGLLEKCFPAECRLRRLAGQARSLQRQQQPEAALLRCDQALELAPDDNSLLLLRAELYLTMKNYEQALQDASAACQNEPLLIKGHQVKAQALSGLGRSKEVLKEFLYCLALNPECNS.... Result: 0 (no interaction). (10) The miRNA is hsa-miR-5704 with sequence UUAGGCCAUCAUCCCAUUAUGC. The protein sequence of the target gene is MVLEMLNPIHYNITSIVPEAMPAATMPVLLLTGLFLLVWNYEGTSSIPGPGYCMGIGPLISHGRFLWMGIGSACNYYNRVYGEFMRVWISGEETLIISKSSSMFHIMKHNHYSSRFGSKLGLQCIGMHEKGIIFNNNPELWKTTRPFFMKALSGPGLVRMVTVCAESLKTHLDRLEEVTNESGYVDVLTLLRRVMLDTSNTLFLRIPLDESAIVVKIQGYFDAWQALLIKPDIFFKISWLYKKYEKSVKDLKDAIEVLIAEKRRRISTEEKLEECMDFATELILAEKRGDLTRENVNQCI.... Result: 0 (no interaction).